The task is: Predict the reactants needed to synthesize the given product.. This data is from Full USPTO retrosynthesis dataset with 1.9M reactions from patents (1976-2016). (1) Given the product [Br:1][C:2]1[C:7]([S:11][CH3:10])=[N:6][CH:5]=[CH:4][C:3]=1[CH3:9], predict the reactants needed to synthesize it. The reactants are: [Br:1][C:2]1[C:3]([CH3:9])=[CH:4][C:5](Cl)=[N:6][CH:7]=1.[CH3:10][S-:11].[Na+]. (2) Given the product [NH:2]1[CH2:7][CH2:6][CH:5]([N+:8]([O-:9])=[CH:28][C:19]2[C:20]([S:22]([O:25][CH2:26][CH3:27])(=[O:23])=[O:24])=[N:21][C:16]([S:13]([O:12][CH2:10][CH3:11])(=[O:14])=[O:15])=[N:17][C:18]=2[C:30]([F:33])([F:31])[F:32])[CH2:4][CH2:3]1, predict the reactants needed to synthesize it. The reactants are: Cl.[NH:2]1[CH2:7][CH2:6][CH:5]([NH:8][OH:9])[CH2:4][CH2:3]1.[CH2:10]([O:12][S:13]([C:16]1[N:21]=[C:20]([S:22]([O:25][CH2:26][CH3:27])(=[O:24])=[O:23])[C:19]([CH:28]=O)=[C:18]([C:30]([F:33])([F:32])[F:31])[N:17]=1)(=[O:15])=[O:14])[CH3:11]. (3) The reactants are: [Cl:1][C:2]1[CH:7]=[CH:6][CH:5]=[CH:4][C:3]=1[C:8]1[CH:9]=[CH:10][CH:11]=[C:12]2[C:17]=1[O:16][C@@H:15]([CH2:18][N:19]=[N+]=[N-])[CH2:14][CH2:13]2.C1(P(C2C=CC=CC=2)C2C=CC=CC=2)C=CC=CC=1. Given the product [Cl:1][C:2]1[CH:7]=[CH:6][CH:5]=[CH:4][C:3]=1[C:8]1[CH:9]=[CH:10][CH:11]=[C:12]2[C:17]=1[O:16][C@@H:15]([CH2:18][NH2:19])[CH2:14][CH2:13]2, predict the reactants needed to synthesize it. (4) The reactants are: [NH2:1][C:2]1[CH:10]=[CH:9][C:5]([C:6]([OH:8])=[O:7])=[CH:4][CH:3]=1.[CH3:11][S:12](=[S:24])([O:14][CH2:15][CH2:16][O:17][CH2:18][CH2:19][O:20][CH2:21][CH2:22]Br)=[O:13].[Cl-].[Cs+]. Given the product [CH3:11][S:12](=[S:24])([O:14][CH2:15][CH2:16][O:17][CH2:18][CH2:19][O:20][CH2:21][CH2:22][O:7][C:6]([C:5]1[CH:9]=[CH:10][C:2]([NH2:1])=[CH:3][CH:4]=1)=[O:8])=[O:13], predict the reactants needed to synthesize it. (5) Given the product [Cl:8][C:7]1[C:6](=[O:9])[N:5]([CH2:17][CH2:18][CH3:19])[N:4]=[CH:3][C:2]=1[Cl:1], predict the reactants needed to synthesize it. The reactants are: [Cl:1][C:2]1[CH:3]=[N:4][NH:5][C:6](=[O:9])[C:7]=1[Cl:8].C(=O)([O-])[O-].[K+].[K+].I[CH2:17][CH2:18][CH3:19].O. (6) The reactants are: Cl.[NH2:2][C@@H:3]1[CH2:8][CH2:7][C@H:6]([NH:9][C:10]([C:12]2[C:16]3=[N:17][CH:18]=[CH:19][C:20]([C:21]4[CH:26]=[C:25]([CH3:27])[CH:24]=[CH:23][C:22]=4[O:28][CH2:29][CH:30]4[CH2:32][CH2:31]4)=[C:15]3[NH:14][C:13]=2[CH3:33])=[O:11])[CH2:5][CH2:4]1.C([O:37][C@@H:38]([CH3:42])[C:39](Cl)=[O:40])(=O)C. Given the product [CH:30]1([CH2:29][O:28][C:22]2[CH:23]=[CH:24][C:25]([CH3:27])=[CH:26][C:21]=2[C:20]2[CH:19]=[CH:18][N:17]=[C:16]3[C:12]([C:10]([NH:9][C@H:6]4[CH2:7][CH2:8][C@@H:3]([NH:2][C:39](=[O:40])[C@@H:38]([OH:37])[CH3:42])[CH2:4][CH2:5]4)=[O:11])=[C:13]([CH3:33])[NH:14][C:15]=23)[CH2:31][CH2:32]1, predict the reactants needed to synthesize it.